Dataset: Full USPTO retrosynthesis dataset with 1.9M reactions from patents (1976-2016). Task: Predict the reactants needed to synthesize the given product. (1) Given the product [Br:17][CH2:18][C:19]([NH:4][C:3]1[CH:5]=[CH:6][C:7]([Cl:9])=[CH:8][C:2]=1[Cl:1])=[O:20], predict the reactants needed to synthesize it. The reactants are: [Cl:1][C:2]1[CH:8]=[C:7]([Cl:9])[CH:6]=[CH:5][C:3]=1[NH2:4].C(N(CC)CC)C.[Br:17][CH2:18][C:19](Br)=[O:20]. (2) The reactants are: [O:1]1[CH2:5][CH2:4][CH:3]([C:6]2[C:16]3[O:15][CH2:14][CH2:13][N:12](C(OC(C)(C)C)=O)[CH2:11][C:10]=3[CH:9]=[CH:8][CH:7]=2)[CH2:2]1.C(OCC)(=O)C.[ClH:30]. Given the product [ClH:30].[O:1]1[CH2:5][CH2:4][CH:3]([C:6]2[C:16]3[O:15][CH2:14][CH2:13][NH:12][CH2:11][C:10]=3[CH:9]=[CH:8][CH:7]=2)[CH2:2]1, predict the reactants needed to synthesize it. (3) Given the product [C:19]([O:18][CH2:17][CH2:16][S:13]([CH2:12][CH2:11][CH2:10][O:9][CH2:8][CH2:7][C:1]1[CH:2]=[CH:3][CH:4]=[CH:5][CH:6]=1)(=[O:14])=[O:15])(=[O:26])[C:20]1[CH:25]=[CH:24][CH:23]=[CH:22][CH:21]=1, predict the reactants needed to synthesize it. The reactants are: [C:1]1([CH2:7][CH2:8][O:9][CH2:10][CH2:11][CH2:12][S:13]([CH2:16][CH2:17][OH:18])(=[O:15])=[O:14])[CH:6]=[CH:5][CH:4]=[CH:3][CH:2]=1.[C:19](Cl)(=[O:26])[C:20]1[CH:25]=[CH:24][CH:23]=[CH:22][CH:21]=1.C(N(CC)CC)C. (4) Given the product [Cl:28][C:25]1[CH:24]=[CH:23][C:22]([O:21][C:15]2[CH:14]=[C:13]3[C:18]([C:19]([OH:20])=[C:10]([C:8]([NH:7][CH2:6][C:5]([CH3:31])([CH3:32])[C:4]([OH:33])=[O:3])=[O:9])[N:11]=[C:12]3[C:29]#[N:30])=[CH:17][CH:16]=2)=[CH:27][CH:26]=1, predict the reactants needed to synthesize it. The reactants are: C([O:3][C:4](=[O:33])[C:5]([CH3:32])([CH3:31])[CH2:6][NH:7][C:8]([C:10]1[N:11]=[C:12]([C:29]#[N:30])[C:13]2[C:18]([C:19]=1[OH:20])=[CH:17][CH:16]=[C:15]([O:21][C:22]1[CH:27]=[CH:26][C:25]([Cl:28])=[CH:24][CH:23]=1)[CH:14]=2)=[O:9])C.O.CCOC(C)=O.Cl. (5) The reactants are: [Cl:1][C:2]1[N:3]=[CH:4][C:5]2[C:10](I)=[CH:9][N:8]([CH:12]([CH3:14])[CH3:13])[C:6]=2[N:7]=1.[Br:15][C:16]1[CH:17]=[N:18][CH:19]=[C:20]([CH:27]=1)[C:21](N(OC)C)=[O:22]. Given the product [Br:15][C:16]1[CH:27]=[C:20]([C:21]([C:10]2[C:5]3[CH:4]=[N:3][C:2]([Cl:1])=[N:7][C:6]=3[N:8]([CH:12]([CH3:14])[CH3:13])[CH:9]=2)=[O:22])[CH:19]=[N:18][CH:17]=1, predict the reactants needed to synthesize it. (6) The reactants are: [Cl:1][CH2:2][CH2:3][O:4][C:5]1[CH:6]=[C:7]([C:11]2[CH:16]=[CH:15][C:14]([C:17]([NH2:19])=[O:18])=[CH:13][CH:12]=2)[CH:8]=[CH:9][CH:10]=1.BrCCOC1C=C(C2C=CC(C(N)=O)=CC=2)C=CC=1.Cl.[CH3:40][C:41]1([CH3:48])[CH2:46][CH2:45][CH:44]([NH2:47])[CH2:43][CH2:42]1.C(N(CC)CC)C. Given the product [ClH:1].[CH3:40][C:41]1([CH3:48])[CH2:46][CH2:45][CH:44]([NH:47][CH2:2][CH2:3][O:4][C:5]2[CH:6]=[C:7]([C:11]3[CH:16]=[CH:15][C:14]([C:17]([NH2:19])=[O:18])=[CH:13][CH:12]=3)[CH:8]=[CH:9][CH:10]=2)[CH2:43][CH2:42]1, predict the reactants needed to synthesize it.